Dataset: Forward reaction prediction with 1.9M reactions from USPTO patents (1976-2016). Task: Predict the product of the given reaction. (1) Given the reactants C[Al](C)C.[Cl-].[F:6][C:7]1[C:12]([C:13]([F:16])([F:15])[F:14])=[CH:11][CH:10]=[CH:9][C:8]=1[C:17]1[N:18]=[C:19]([NH3+:23])[S:20][C:21]=1[CH3:22].C[O:25][C:26](=O)[C:27]1[CH:32]=[CH:31][C:30]([NH:33][C:34]2[CH:39]=[C:38]([Cl:40])[N:37]=[CH:36][N:35]=2)=[CH:29][CH:28]=1, predict the reaction product. The product is: [Cl:40][C:38]1[N:37]=[CH:36][N:35]=[C:34]([NH:33][C:30]2[CH:31]=[CH:32][C:27]([C:26]([NH:23][C:19]3[S:20][C:21]([CH3:22])=[C:17]([C:8]4[CH:9]=[CH:10][CH:11]=[C:12]([C:13]([F:14])([F:16])[F:15])[C:7]=4[F:6])[N:18]=3)=[O:25])=[CH:28][CH:29]=2)[CH:39]=1. (2) Given the reactants Cl[C:2]1[N:7]=[C:6]([C:8]([F:11])([F:10])[F:9])[CH:5]=[CH:4][N:3]=1.[NH2:12][C:13]1[CH:14]=[C:15]([N:19]2[CH:23]=[C:22]([C:24]([O:26][CH3:27])=[O:25])[N:21]=[CH:20]2)[CH:16]=[CH:17][CH:18]=1.C([O-])([O-])=O.[Cs+].[Cs+].CC1(C)C2C(=C(P(C3C=CC=CC=3)C3C=CC=CC=3)C=CC=2)OC2C(P(C3C=CC=CC=3)C3C=CC=CC=3)=CC=CC1=2, predict the reaction product. The product is: [F:9][C:8]([F:11])([F:10])[C:6]1[CH:5]=[CH:4][N:3]=[C:2]([NH:12][C:13]2[CH:14]=[C:15]([N:19]3[CH:23]=[C:22]([C:24]([O:26][CH3:27])=[O:25])[N:21]=[CH:20]3)[CH:16]=[CH:17][CH:18]=2)[N:7]=1. (3) Given the reactants [Br:1][C:2]1[C:3]([O:11][CH2:12][CH2:13][CH2:14][CH2:15][CH2:16][OH:17])=[N:4][CH:5]=[C:6]([CH:10]=1)[C:7]([OH:9])=O.[NH2:18][C@@H:19]1[CH2:24][CH2:23][CH2:22][CH2:21][C@H:20]1[OH:25], predict the reaction product. The product is: [Br:1][C:2]1[C:3]([O:11][CH2:12][CH2:13][CH2:14][CH2:15][CH2:16][OH:17])=[N:4][CH:5]=[C:6]([CH:10]=1)[C:7]([NH:18][C@@H:19]1[CH2:24][CH2:23][CH2:22][CH2:21][C@H:20]1[OH:25])=[O:9].